From a dataset of Forward reaction prediction with 1.9M reactions from USPTO patents (1976-2016). Predict the product of the given reaction. (1) Given the reactants [N:1]1[CH:6]=[CH:5][C:4]([NH:7][C:8](=[O:16])OC2C=CC=CC=2)=[CH:3][CH:2]=1.[NH2:17][C:18]1[CH:19]=[C:20]([CH:45]=[CH:46][CH:47]=1)[CH2:21][N:22]1[CH2:27][CH2:26][N:25]([CH2:28][C:29]2[CH:34]=[CH:33][C:32]([C:35]([OH:44])([C:40]([F:43])([F:42])[F:41])[C:36]([F:39])([F:38])[F:37])=[CH:31][CH:30]=2)[CH2:24][CH2:23]1, predict the reaction product. The product is: [F:38][C:36]([F:37])([F:39])[C:35]([C:32]1[CH:33]=[CH:34][C:29]([CH2:28][N:25]2[CH2:24][CH2:23][N:22]([CH2:21][C:20]3[CH:19]=[C:18]([NH:17][C:8]([NH:7][C:4]4[CH:3]=[CH:2][N:1]=[CH:6][CH:5]=4)=[O:16])[CH:47]=[CH:46][CH:45]=3)[CH2:27][CH2:26]2)=[CH:30][CH:31]=1)([OH:44])[C:40]([F:43])([F:42])[F:41]. (2) The product is: [F:1][C:2]1[CH:3]=[C:4]([C:8]2[CH:9]=[CH:10][C:11]3[N:12]([C:14]([S:17][C:18]4[CH:27]=[CH:26][C:21]5[N:22]=[C:23]([NH:25][C:28](=[O:30])[CH3:29])[S:24][C:20]=5[CH:19]=4)=[N:15][N:16]=3)[N:13]=2)[CH:5]=[CH:6][CH:7]=1. Given the reactants [F:1][C:2]1[CH:3]=[C:4]([C:8]2[CH:9]=[CH:10][C:11]3[N:12]([C:14]([S:17][C:18]4[CH:27]=[CH:26][C:21]5[N:22]=[C:23]([NH2:25])[S:24][C:20]=5[CH:19]=4)=[N:15][N:16]=3)[N:13]=2)[CH:5]=[CH:6][CH:7]=1.[C:28](OC(=O)C)(=[O:30])[CH3:29], predict the reaction product. (3) Given the reactants [CH3:1][O:2][CH2:3][CH2:4][NH:5][CH:6]1[CH2:9][N:8]([C:10]([O:12][C:13]([CH3:16])([CH3:15])[CH3:14])=[O:11])[CH2:7]1.Br[CH2:18][CH2:19][OH:20].C([O-])([O-])=O.[Na+].[Na+], predict the reaction product. The product is: [OH:20][CH2:19][CH2:18][N:5]([CH2:4][CH2:3][O:2][CH3:1])[CH:6]1[CH2:9][N:8]([C:10]([O:12][C:13]([CH3:16])([CH3:15])[CH3:14])=[O:11])[CH2:7]1. (4) Given the reactants [CH2:1]([Mg]Br)[CH3:2].[Cl:5][C:6]1[CH:7]=[CH:8][C:9]([CH:27]=[O:28])=[C:10]2[C:14]=1[N:13]=[C:12]1[N:15]([C:19]3[C:24]([Cl:25])=[CH:23][C:22]([Cl:26])=[CH:21][N:20]=3)[CH2:16][CH2:17][CH2:18][N:11]21, predict the reaction product. The product is: [Cl:5][C:6]1[C:14]2[N:13]=[C:12]3[N:15]([C:19]4[C:24]([Cl:25])=[CH:23][C:22]([Cl:26])=[CH:21][N:20]=4)[CH2:16][CH2:17][CH2:18][N:11]3[C:10]=2[C:9]([CH:27]([OH:28])[CH2:1][CH3:2])=[CH:8][CH:7]=1.